Dataset: Human Reference Interactome with 51,813 positive PPI pairs across 8,248 proteins, plus equal number of experimentally-validated negative pairs. Task: Binary Classification. Given two protein amino acid sequences, predict whether they physically interact or not. (1) Protein 1 (ENSG00000162885) has sequence MRNWLVLLCPCVLGAALHLWLRLRSPPPACASGAGPAGGVSLLLPRLECNGAVSAHPNLHLPGSRDSPASASQVAGITDQLALFPQWKSTHYDVVVGVLSARNNHELRNVIRSTWMRHLLQHPTLSQRVLVKFIIGAHGCEVPVEDREDPYSCKLLNITNPVLNQEIEAFSLSEDTSSGLPEDRVVSVSFRVLYPIVITSLGVFYDANDVGFQRNITVKLYQAEQEEALFIARFSPPSCGVQVNKLWYKPVEQFILPESFEGTIVWESQDLHGLVSRNLHKVTVNDGGGVLRVITAGEGA.... Protein 2 (ENSG00000213719) has sequence MAEEQPQVELFVKAGSDGAKIGNCPFSQRLFMVLWLKGVTFNVTTVDTKRRTETVQKLCPGGQLPFLLYGTEVHTDTNKIEEFLEAVLCPPRYPKLAALNPESNTAGLDIFAKFSAYIKNSNPALNDNLEKGLLKALKVLDNYLTSPLPEEVDETSAEDEGVSQRKFLDGNELTLADCNLLPKLHIVQVVCKKYRGFTIPEAFRGVHRYLSNAYAREEFASTCPDDEEIELAYEQVAKALK*. Result: 0 (the proteins do not interact). (2) Protein 1 (ENSG00000115380) has sequence MLKALFLTMLTLALVKSQDTEETITYTQCTDGYEWDPVRQQCKDIDECDIVPDACKGGMKCVNHYGGYLCLPKTAQIIVNNEQPQQETQPAEGTSGATTGVVAASSMATSGVLPGGGFVASAAAVAGPEMQTGRNNFVIRRNPADPQRIPSNPSHRIQCAAGYEQSEHNVCQDIDECTAGTHNCRADQVCINLRGSFACQCPPGYQKRGEQCVDIDECTIPPYCHQRCVNTPGSFYCQCSPGFQLAANNYTCVDINECDASNQCAQQCYNILGSFICQCNQGYELSSDRLNCEDIDECRT.... Protein 2 (ENSG00000063245) has sequence MSTSSLRRQMKNIVHNYSEAEIKVREATSNDPWGPSSSLMSEIADLTYNVVAFSEIMSMIWKRLNDHGKNWRHVYKAMTLMEYLIKTGSERVSQQCKENMYAVQTLKDFQYVDRDGKDQGVNVREKAKQLVALLRDEDRLREERAHALKTKEKLAQTATASSAAVGSGPPPEAEQAWPQSSGEEELQLQLALAMSKEEADQEERIRRGDDLRLQMAIEESKRETGGKEESSLMDLADVFTAPAPAPTTDPWGGPAPMAAAVPTAAPTSDPWGGPPVPPAADPWGGPAPTPASGDPWRPAA.... Result: 0 (the proteins do not interact). (3) Protein 1 (ENSG00000181562) has sequence MTSSLKIWGILLALLCILCRLCVYSNNIYWREFIKLHYLSPSREFKEYKCDVLMREKEALKGKSFHMFIYSLWFKIQRACINEKGSDRYRNAYVWAPGALKVLECHWEKYNNRYTESRSFSYIEFHCGVDGYVDNIEDLRIIEPISN*. Protein 2 (ENSG00000130475) has sequence MSYFGEHFWGEKNHGFEVLYHSVKQGPISTKELADFIRERATIEETYSKAMAKLSKLASNGTPMGTFAPLWEVFRVSSDKLALCHLELTRKLQDLIKDVLRYGEEQLKTHKKCKEEVVSTLDAVQVLSGVSQLLPKSRENYLNRCMDQERLRRESTSQKEMDKAETKTKKAAESLRRSVEKYNSARADFEQKMLDSALRFQAMEETHLRHMKALLGSYAHSVEDTHVQIGQVHEEFKQNIENVSVEMLLRKFAESKGTGREKPGPLDFEAYSAAALQEAMKRLRGAKAFRLPGLSRRERE.... Result: 0 (the proteins do not interact). (4) Protein 1 (ENSG00000182473) has sequence MIPPQEASARRREIEDKLKQEEETLSFIRDSLEKSDQLTKNMVSILSSFESRLMKLENSIIPVHKQTENLQRLQENVEKTLSCLDHVISYYHVASDTEKIIREGPTGRLEEYLGSMAKIQKAVEYFQDNSPDSPELNKVKLLFERGKEALESEFRSLMTRHSKVVSPVLILDLISGDDDLEAQEDVTLEHLPESVLQDVIRISRWLVEYGRNQDFMNVYYQIRSSQLDRSIKGLKEHFHKSSSSSGVPYSPAIPNKRKDTPTKKPVKRPGRDDMLDVETDAYIHCVSAFVKLAQSEYQLL.... Protein 2 (ENSG00000137492) has sequence MPNFCAAPNCTRKSTQSDLAFFRFPRDPARCQKWVENCRRADLEDKTPDQLNKHYRLCAKHFETSMICRTSPYRTVLRDNAIPTIFDLTSHLNNPHSRHRKRIKELSEDEIRTLKQKKIDETSEQEQKHKETNNSNAQNPSEEEGEGQDEDILPLTLEEKENKEYLKSLFEILILMGKQNIPLDGHEADEIPEGLFTPDNFQALLECRINSGEEVLRKRFETTAVNTLFCSKTQQRQMLEICESCIREETLREVRDSHFFSIITDDVVDIAGEEHLPVLVRFVDESHNLREEFIGFLPYE.... Result: 0 (the proteins do not interact).